Predict the product of the given reaction. From a dataset of Forward reaction prediction with 1.9M reactions from USPTO patents (1976-2016). (1) The product is: [C:14]1([C:20]2([C:23]([C:8]3[CH:9]=[CH:10][CH:11]=[CH:12][C:7]=3[C:5]([O:4][CH2:2][CH3:3])=[O:6])=[O:24])[CH2:21][CH2:22]2)[CH:19]=[CH:18][CH:17]=[CH:16][CH:15]=1. Given the reactants [Br-].[CH2:2]([O:4][C:5]([C:7]1[CH:12]=[CH:11][CH:10]=[CH:9][C:8]=1[Zn+])=[O:6])[CH3:3].[C:14]1([C:20]2([C:23](Cl)=[O:24])[CH2:22][CH2:21]2)[CH:19]=[CH:18][CH:17]=[CH:16][CH:15]=1, predict the reaction product. (2) The product is: [CH3:18][N:14]([CH:11]1[CH2:10][CH2:9][NH:8][CH2:13][CH2:12]1)[CH2:15][CH2:16][CH3:17]. Given the reactants C(OC([N:8]1[CH2:13][CH2:12][CH:11]([N:14]([CH3:18])[CH2:15][CH2:16][CH3:17])[CH2:10][CH2:9]1)=O)(C)(C)C.Cl, predict the reaction product. (3) The product is: [O:1]=[C:2]1[N:7]([CH2:8][C:9]2[CH:10]=[C:11]([C:15]3[N:20]=[CH:19][C:18]([C:21]([OH:23])=[O:22])=[CH:17][N:16]=3)[CH:12]=[CH:13][CH:14]=2)[N:6]=[C:5]([C:26]2[CH:27]=[C:28]([F:34])[C:29]([F:33])=[C:30]([F:32])[CH:31]=2)[CH:4]=[CH:3]1. Given the reactants [O:1]=[C:2]1[N:7]([CH2:8][C:9]2[CH:10]=[C:11]([C:15]3[N:20]=[CH:19][C:18]([C:21]([O:23]CC)=[O:22])=[CH:17][N:16]=3)[CH:12]=[CH:13][CH:14]=2)[N:6]=[C:5]([C:26]2[CH:31]=[C:30]([F:32])[C:29]([F:33])=[C:28]([F:34])[CH:27]=2)[CH:4]=[CH:3]1.[OH-].[Li+], predict the reaction product. (4) Given the reactants Br[CH2:2][CH2:3][C:4]([CH3:14])([S:10]([CH3:13])(=[O:12])=[O:11])[C:5]([O:7][CH2:8][CH3:9])=[O:6].[I:15][C:16]1[CH:21]=[CH:20][NH:19][C:18](=[O:22])[C:17]=1[CH3:23].C(=O)([O-])[O-].[Cs+].[Cs+], predict the reaction product. The product is: [I:15][C:16]1[CH:21]=[CH:20][N:19]([CH2:2][CH2:3][C:4]([CH3:14])([S:10]([CH3:13])(=[O:12])=[O:11])[C:5]([O:7][CH2:8][CH3:9])=[O:6])[C:18](=[O:22])[C:17]=1[CH3:23]. (5) Given the reactants [O:1]=[C:2]1[C:6]2([CH2:11][CH2:10][NH:9][CH2:8][CH2:7]2)[N:5]([C:12]2[CH:17]=[CH:16][CH:15]=[CH:14][CH:13]=2)[CH2:4][N:3]1[CH2:18][C:19]1[CH:20]=[C:21]([NH:25][S:26]([CH3:29])(=[O:28])=[O:27])[CH:22]=[CH:23][CH:24]=1.[I-].[Na+].C(=O)([O-])[O-].[K+].[K+].Cl[CH2:39][CH2:40][CH2:41][N:42]1[C:50]2[C:45](=[CH:46][CH:47]=[CH:48][CH:49]=2)[C:44]2([CH2:52][CH2:51]2)[C:43]1=[O:53], predict the reaction product. The product is: [O:1]=[C:2]1[C:6]2([CH2:7][CH2:8][N:9]([CH2:39][CH2:40][CH2:41][N:42]3[C:50]4[C:45](=[CH:46][CH:47]=[CH:48][CH:49]=4)[C:44]4([CH2:52][CH2:51]4)[C:43]3=[O:53])[CH2:10][CH2:11]2)[N:5]([C:12]2[CH:13]=[CH:14][CH:15]=[CH:16][CH:17]=2)[CH2:4][N:3]1[CH2:18][C:19]1[CH:20]=[C:21]([NH:25][S:26]([CH3:29])(=[O:28])=[O:27])[CH:22]=[CH:23][CH:24]=1. (6) Given the reactants C([O-])([O-])=O.[K+].[K+].[N+:7]([C:10]1[CH:18]=[C:17]2[C:13]([CH:14]=[CH:15][NH:16]2)=[CH:12][CH:11]=1)([O-])=O.Cl.Cl[CH2:21][CH2:22][N:23]1[CH2:28][CH2:27][O:26][CH2:25][CH2:24]1, predict the reaction product. The product is: [N:23]1([CH2:22][CH2:21][N:16]2[C:17]3[C:13](=[CH:12][CH:11]=[C:10]([NH2:7])[CH:18]=3)[CH:14]=[CH:15]2)[CH2:28][CH2:27][O:26][CH2:25][CH2:24]1. (7) Given the reactants [CH3:1][O:2][C:3]1[CH:4]=[CH:5][C:6]([N+:18]([O-])=O)=[C:7]([NH:9][CH2:10][C:11]([O:13][C:14]([CH3:17])([CH3:16])[CH3:15])=[O:12])[CH:8]=1.[CH3:21][CH:22]([CH3:30])[C:23](=O)[C:24](OCC)=[O:25], predict the reaction product. The product is: [CH:22]([C:23]1[C:24](=[O:25])[N:9]([CH2:10][C:11]([O:13][C:14]([CH3:17])([CH3:16])[CH3:15])=[O:12])[C:7]2[C:6]([N:18]=1)=[CH:5][CH:4]=[C:3]([O:2][CH3:1])[CH:8]=2)([CH3:30])[CH3:21].